From a dataset of Reaction yield outcomes from USPTO patents with 853,638 reactions. Predict the reaction yield, written as a fraction of the theoretical maximum amount of product (1.0 means a 100% yield; for example, 0.34 means a 34% yield). (1) The reactants are N(C(OCC)=O)=NC(OCC)=O.[F:13][C:14]1[C:22]([O:23][C:24]2[C:33]3[C:28](=[CH:29][C:30]([O:35][CH3:36])=[C:31]([OH:34])[CH:32]=3)[N:27]=[CH:26][N:25]=2)=[CH:21][CH:20]=[C:19]2[C:15]=1[CH:16]=[C:17]([CH3:37])[NH:18]2.C1(P(C2C=CC=CC=2)C2C=CC=CC=2)C=CC=CC=1.[C:57]([N:60]1[CH2:65][CH2:64][N:63]([CH2:66][CH2:67][CH2:68]O)[CH2:62][CH2:61]1)(=[O:59])[CH3:58]. The catalyst is C(Cl)Cl. The product is [C:57]([N:60]1[CH2:65][CH2:64][N:63]([CH2:66][CH2:67][CH2:68][O:34][C:31]2[CH:32]=[C:33]3[C:28](=[CH:29][C:30]=2[O:35][CH3:36])[N:27]=[CH:26][N:25]=[C:24]3[O:23][C:22]2[C:14]([F:13])=[C:15]3[C:19](=[CH:20][CH:21]=2)[NH:18][C:17]([CH3:37])=[CH:16]3)[CH2:62][CH2:61]1)(=[O:59])[CH3:58]. The yield is 0.600. (2) The catalyst is O1CCCC1.C(O)C.[Cl-].[Na+].O.C(OCC)(=O)C. The reactants are [Cl:1][C:2]1[CH:3]=[CH:4][C:5]([O:26][CH2:27][CH:28]([CH3:30])[CH3:29])=[C:6]([CH2:8][N:9]2[C:13]([CH3:14])=[CH:12][C:11]([C:15]([NH:17][C:18]3[CH:23]=[CH:22][C:21]([CH:24]=O)=[CH:20][CH:19]=3)=[O:16])=[N:10]2)[CH:7]=1.[CH3:31][NH2:32].C(O[BH-](OC(=O)C)OC(=O)C)(=O)C.[Na+].C(O)(=O)C. The yield is 0.330. The product is [ClH:1].[Cl:1][C:2]1[CH:3]=[CH:4][C:5]([O:26][CH2:27][CH:28]([CH3:29])[CH3:30])=[C:6]([CH2:8][N:9]2[C:13]([CH3:14])=[CH:12][C:11]([C:15]([NH:17][C:18]3[CH:19]=[CH:20][C:21]([CH2:24][NH:32][CH3:31])=[CH:22][CH:23]=3)=[O:16])=[N:10]2)[CH:7]=1. (3) The reactants are [N:1]1[CH:6]=[CH:5][CH:4]=[CH:3][C:2]=1[O:7][CH2:8][C:9]1[CH:14]=[CH:13][C:12]([CH2:15]O)=[CH:11][CH:10]=1.C1(P(C2C=CC=CC=2)C2C=CC=CC=2)C=CC=CC=1.C(Cl)(Cl)(Cl)[Cl:37]. No catalyst specified. The product is [Cl:37][CH2:15][C:12]1[CH:13]=[CH:14][C:9]([CH2:8][O:7][C:2]2[CH:3]=[CH:4][CH:5]=[CH:6][N:1]=2)=[CH:10][CH:11]=1. The yield is 0.511.